Predict which catalyst facilitates the given reaction. From a dataset of Catalyst prediction with 721,799 reactions and 888 catalyst types from USPTO. (1) The catalyst class is: 5. Product: [Br:1][C:2]1[CH:3]=[C:4]([CH:8]2[C:13]([CH3:15])([CH3:14])[O:12][C:11]([NH:16][C@H:17]([C:28]3[CH:29]=[CH:30][CH:31]=[CH:32][CH:33]=3)[CH2:18][CH2:19][OH:20])=[N:10][S:9]2(=[O:35])=[O:34])[CH:5]=[CH:6][CH:7]=1. Reactant: [Br:1][C:2]1[CH:3]=[C:4]([CH:8]2[C:13]([CH3:15])([CH3:14])[O:12][C:11]([NH:16][C@H:17]([C:28]3[CH:33]=[CH:32][CH:31]=[CH:30][CH:29]=3)[CH2:18][CH2:19][O:20][Si](C(C)(C)C)(C)C)=[N:10][S:9]2(=[O:35])=[O:34])[CH:5]=[CH:6][CH:7]=1.Cl. (2) Reactant: [Si]([O:8][CH2:9][C:10]1[N:11]([CH3:45])[C:12]2[CH:13]=[C:14]3[CH:23]=[CH:22][CH2:21][C:20]4[C:24]([OH:44])=[C:25]([C:40]([O:42][CH3:43])=[O:41])[C:26](=[O:39])[N:27]([CH2:28][C:29]5[CH:34]=[CH:33][C:32]([O:35][CH3:36])=[CH:31][C:30]=5[O:37][CH3:38])[C:19]=4[C:15]3=[CH:16][C:17]=2[CH:18]=1)(C(C)(C)C)(C)C.CCCC[N+](CCCC)(CCCC)CCCC.[F-]. Product: [CH3:38][O:37][C:30]1[CH:31]=[C:32]([O:35][CH3:36])[CH:33]=[CH:34][C:29]=1[CH2:28][N:27]1[C:19]2[C:15]3=[CH:16][C:17]4[CH:18]=[C:10]([CH2:9][OH:8])[N:11]([CH3:45])[C:12]=4[CH:13]=[C:14]3[CH:23]=[CH:22][CH2:21][C:20]=2[C:24]([OH:44])=[C:25]([C:40]([O:42][CH3:43])=[O:41])[C:26]1=[O:39]. The catalyst class is: 1. (3) Reactant: FC(F)(F)C(O)=O.C1(SC)C=CC=CC=1.[CH:16]1([NH:19][C:20]2[N:25]=[C:24]([NH:26][C:27]3[CH:32]=[CH:31][C:30]([N:33]4[CH2:38][CH2:37][N:36]([CH3:39])[CH2:35][CH2:34]4)=[CH:29][CH:28]=3)[N:23]=[C:22]3[N:40](CC4C=CC(OC)=CC=4OC)[N:41]=[C:42]([S:43]([CH3:46])(=[O:45])=[O:44])[C:21]=23)[CH2:18][CH2:17]1. Product: [CH:16]1([NH:19][C:20]2[N:25]=[C:24]([NH:26][C:27]3[CH:28]=[CH:29][C:30]([N:33]4[CH2:38][CH2:37][N:36]([CH3:39])[CH2:35][CH2:34]4)=[CH:31][CH:32]=3)[N:23]=[C:22]3[NH:40][N:41]=[C:42]([S:43]([CH3:46])(=[O:44])=[O:45])[C:21]=23)[CH2:17][CH2:18]1. The catalyst class is: 22. (4) Reactant: [CH2:1]([NH2:8])[C:2]1[CH:7]=[CH:6][CH:5]=[CH:4][CH:3]=1.Cl.C(N)C1C=CC=CC=1.[CH:18]1[N:23]=[C:22](Cl)[C:21]2[N:25]=[CH:26][N:27]([C@@H:28]3[O:32][C@H:31]([CH2:33][OH:34])[C@@H:30]([OH:35])[C@H:29]3[OH:36])[C:20]=2[N:19]=1.C(N(CC)C(C)C)(C)C. Product: [CH2:1]([NH:8][C:22]1[C:21]2[N:25]=[CH:26][N:27]([C:20]=2[N:19]=[CH:18][N:23]=1)[C@@H:28]1[O:32][C@H:31]([CH2:33][OH:34])[C@@H:30]([OH:35])[C@H:29]1[OH:36])[C:2]1[CH:7]=[CH:6][CH:5]=[CH:4][CH:3]=1. The catalyst class is: 259. (5) Reactant: Cl[C:2]1[N:7]=[CH:6][N:5]=[C:4]([C:8]2[CH:9]=[CH:10][C:11]([O:16][CH:17]3[CH2:22][CH2:21][O:20][CH2:19][CH2:18]3)=[C:12]([CH:15]=2)[C:13]#[N:14])[N:3]=1.[NH2:23][C:24]1[CH:25]=[CH:26][C:27]2[O:31][C:30](=[O:32])[NH:29][C:28]=2[CH:33]=1.C(N(CC)C(C)C)(C)C. Product: [O:32]=[C:30]1[NH:29][C:28]2[CH:33]=[C:24]([NH:23][C:2]3[N:7]=[CH:6][N:5]=[C:4]([C:8]4[CH:9]=[CH:10][C:11]([O:16][CH:17]5[CH2:22][CH2:21][O:20][CH2:19][CH2:18]5)=[C:12]([CH:15]=4)[C:13]#[N:14])[N:3]=3)[CH:25]=[CH:26][C:27]=2[O:31]1. The catalyst class is: 10. (6) Reactant: [N+:1]([C:4]1[CH:5]=[N:6][C:7]2[C:12]([C:13]=1[NH:14][CH2:15][CH:16]([CH3:18])[CH3:17])=[CH:11][CH:10]=[CH:9][CH:8]=2)([O-])=O.S([O-])([O-])(=O)=O.[Mg+2].[C:25](O)(=O)[CH2:26][OH:27].Cl. Product: [CH3:17][CH:16]([CH3:18])[CH2:15][N:14]1[C:13]2[C:12]3[CH:11]=[CH:10][CH:9]=[CH:8][C:7]=3[N:6]=[CH:5][C:4]=2[N:1]=[C:25]1[CH2:26][OH:27]. The catalyst class is: 612. (7) Reactant: [CH3:1][O:2][C:3]([C:5]1[S:6][C:7]([C:23]#[C:24][C:25]([CH3:28])([CH3:27])[CH3:26])=[CH:8][C:9]=1[N:10]1[C:15](=[O:16])[CH2:14][O:13][CH2:12][C@H:11]1[CH:17]1[CH2:22][CH2:21][CH2:20][CH2:19][CH2:18]1)=[O:4].[Li+].[CH3:30][CH:31]([N-]C(C)C)[CH3:32].C(I)C=C. Product: [CH3:1][O:2][C:3]([C:5]1[S:6][C:7]([C:23]#[C:24][C:25]([CH3:28])([CH3:27])[CH3:26])=[CH:8][C:9]=1[N:10]1[C@H:11]([CH:17]2[CH2:22][CH2:21][CH2:20][CH2:19][CH2:18]2)[CH2:12][O:13][C@H:14]([CH2:32][CH:31]=[CH2:30])[C:15]1=[O:16])=[O:4]. The catalyst class is: 1. (8) Product: [Cl:1][C:2]1[CH:9]=[CH:8][C:5]([C:29]([OH:30])=[O:32])=[C:4]([NH:10][C:11]2[C:16]([Cl:17])=[CH:15][N:14]=[C:13]([NH:25][C:23]3[N:22]([CH:26]([CH3:28])[CH3:27])[N:21]=[C:20]([CH3:19])[CH:24]=3)[CH:12]=2)[CH:3]=1. Reactant: [Cl:1][C:2]1[CH:9]=[CH:8][C:5](C#N)=[C:4]([NH:10][C:11]2[C:16]([Cl:17])=[CH:15][N:14]=[C:13](Cl)[CH:12]=2)[CH:3]=1.[CH3:19][C:20]1[CH:24]=[C:23]([NH2:25])[N:22]([CH:26]([CH3:28])[CH3:27])[N:21]=1.[C:29](=[O:32])([O-])[O-:30].[Cs+].[Cs+].C1C=CC(P(C2C(OC3C(P(C4C=CC=CC=4)C4C=CC=CC=4)=CC=CC=3)=CC=CC=2)C2C=CC=CC=2)=CC=1.[OH-].[Na+]. The catalyst class is: 160. (9) Reactant: CSC.B(F)(F)F.CCOCC.C([O:20][C:21]1[CH:26]=[CH:25][C:24]([C:27]2[N:31]([C:32]3[CH:37]=[CH:36][C:35]([Cl:38])=[CH:34][C:33]=3[Cl:39])[N:30]=[C:29]([C:40]([NH:42][C:43]3[CH:48]=[CH:47][C:46]([F:49])=[CH:45][N:44]=3)=[O:41])[C:28]=2[CH3:50])=[CH:23][CH:22]=1)C1C=CC=CC=1.O. Product: [Cl:39][C:33]1[CH:34]=[C:35]([Cl:38])[CH:36]=[CH:37][C:32]=1[N:31]1[C:27]([C:24]2[CH:23]=[CH:22][C:21]([OH:20])=[CH:26][CH:25]=2)=[C:28]([CH3:50])[C:29]([C:40]([NH:42][C:43]2[CH:48]=[CH:47][C:46]([F:49])=[CH:45][N:44]=2)=[O:41])=[N:30]1. The catalyst class is: 2.